Dataset: Forward reaction prediction with 1.9M reactions from USPTO patents (1976-2016). Task: Predict the product of the given reaction. (1) Given the reactants [NH2:1][C:2]1[C:3](Br)=[N:4][NH:5][C:6]=1[C:7]([O:9][CH2:10][CH3:11])=[O:8].[CH3:13][O:14][C:15]1[CH:20]=[CH:19][C:18](B(O)O)=[CH:17][CH:16]=1.[O-]P([O-])([O-])=O.[K+].[K+].[K+].O1CCOCC1, predict the reaction product. The product is: [NH2:1][C:2]1[C:3]([C:18]2[CH:19]=[CH:20][C:15]([O:14][CH3:13])=[CH:16][CH:17]=2)=[N:4][NH:5][C:6]=1[C:7]([O:9][CH2:10][CH3:11])=[O:8]. (2) Given the reactants Cl.[NH2:2][CH2:3][CH2:4][O:5][C:6]1[CH:7]=[C:8]([C:12]2[CH:13]=[C:14]3[C:19](=[CH:20][CH:21]=2)[N:18]([CH3:22])[C:17](=[O:23])[CH2:16][CH2:15]3)[CH:9]=[N:10][CH:11]=1.[Cl:24][C:25]1[C:26]([C:31](O)=[O:32])=[N:27][CH:28]=[CH:29][CH:30]=1, predict the reaction product. The product is: [CH3:22][N:18]1[C:19]2[C:14](=[CH:13][C:12]([C:8]3[CH:7]=[C:6]([O:5][CH2:4][CH2:3][NH:2][C:31]([C:26]4[C:25]([Cl:24])=[CH:30][CH:29]=[CH:28][N:27]=4)=[O:32])[CH:11]=[N:10][CH:9]=3)=[CH:21][CH:20]=2)[CH2:15][CH2:16][C:17]1=[O:23]. (3) Given the reactants [C:1]([O:5][C:6]([N:8]1[CH2:13][CH2:12][N:11]([CH2:14][C:15]2[C:20]([C:21]([F:24])([F:23])[F:22])=[CH:19][C:18]([C:25]([O:27]CC)=[O:26])=[C:17]([NH2:30])[C:16]=2[Cl:31])[CH2:10][CH2:9]1)=[O:7])([CH3:4])([CH3:3])[CH3:2].NC1C(Cl)=C(C=O)C(C(F)(F)F)=CC=1C(O)=O, predict the reaction product. The product is: [C:1]([O:5][C:6]([N:8]1[CH2:13][CH2:12][N:11]([CH2:14][C:15]2[C:20]([C:21]([F:22])([F:24])[F:23])=[CH:19][C:18]([C:25]([OH:27])=[O:26])=[C:17]([NH2:30])[C:16]=2[Cl:31])[CH2:10][CH2:9]1)=[O:7])([CH3:4])([CH3:2])[CH3:3]. (4) Given the reactants [CH2:1]([N:8]1[CH2:15][CH:14]2[O:16][CH:10]([CH2:11][NH:12][CH2:13]2)[CH2:9]1)[C:2]1[CH:7]=[CH:6][CH:5]=[CH:4][CH:3]=1.[C:17]([C:19]1[CH:44]=[CH:43][C:22]([O:23][CH2:24][CH2:25][N:26]([CH2:30][CH2:31]OS(C2C=CC(C)=CC=2)(=O)=O)[C:27]([NH2:29])=[O:28])=[CH:21][CH:20]=1)#[N:18].C(Cl)Cl, predict the reaction product. The product is: [CH2:1]([N:8]1[CH2:15][CH:14]2[O:16][CH:10]([CH2:11][N:12]([CH2:31][CH2:30][N:26]([CH2:25][CH2:24][O:23][C:22]3[CH:21]=[CH:20][C:19]([C:17]#[N:18])=[CH:44][CH:43]=3)[C:27]([NH2:29])=[O:28])[CH2:13]2)[CH2:9]1)[C:2]1[CH:3]=[CH:4][CH:5]=[CH:6][CH:7]=1. (5) Given the reactants [CH3:1][O:2][C:3](=[O:22])[C:4]1[CH:9]=[CH:8][C:7](I)=[C:6]([O:11][CH2:12][CH2:13][C:14]2[CH:19]=[CH:18][C:17]([Cl:20])=[CH:16][C:15]=2[Cl:21])[CH:5]=1.[C:23]([Cu])#[N:24], predict the reaction product. The product is: [CH3:1][O:2][C:3](=[O:22])[C:4]1[CH:9]=[CH:8][C:7]([C:23]#[N:24])=[C:6]([O:11][CH2:12][CH2:13][C:14]2[CH:19]=[CH:18][C:17]([Cl:20])=[CH:16][C:15]=2[Cl:21])[CH:5]=1. (6) Given the reactants [CH3:1][O:2][C:3]1[CH:4]=[C:5]([NH2:15])[CH:6]=[CH:7][C:8]=1[N:9]1[CH2:14][CH2:13][O:12][CH2:11][CH2:10]1.Cl[C:17]1[C:26]2[C:21](=[CH:22][CH:23]=[C:24]([I:27])[CH:25]=2)[N:20]=[CH:19][N:18]=1, predict the reaction product. The product is: [I:27][C:24]1[CH:25]=[C:26]2[C:21](=[CH:22][CH:23]=1)[N:20]=[CH:19][N:18]=[C:17]2[NH:15][C:5]1[CH:6]=[CH:7][C:8]([N:9]2[CH2:14][CH2:13][O:12][CH2:11][CH2:10]2)=[C:3]([O:2][CH3:1])[CH:4]=1. (7) Given the reactants F[C:2]1[CH:3]=[C:4]2[C:8](=[CH:9][CH:10]=1)[NH:7][CH:6]=[C:5]2[CH:11]1[CH2:15][C:14](=[O:16])[NH:13][C:12]1=[O:17].[CH3:18]C1C=C2C(=CC=1)NC=C2.C1(=O)NC(=O)C=C1, predict the reaction product. The product is: [CH3:18][C:2]1[CH:3]=[C:4]2[C:8](=[CH:9][CH:10]=1)[NH:7][CH:6]=[C:5]2[CH:11]1[CH2:15][C:14](=[O:16])[NH:13][C:12]1=[O:17].